This data is from Catalyst prediction with 721,799 reactions and 888 catalyst types from USPTO. The task is: Predict which catalyst facilitates the given reaction. (1) Reactant: [OH:1][C:2]1[C:11]2[C:6](=[C:7]([C:12]([F:15])([F:14])[F:13])[CH:8]=[CH:9][CH:10]=2)[N:5]=[CH:4][C:3]=1[C:16]([C:18]1[CH:23]=[CH:22][CH:21]=[CH:20][CH:19]=1)=O.[Cl-].[Al+3].[Cl-].[Cl-].[BH4-].[Na+].O. Product: [CH2:16]([C:3]1[CH:4]=[N:5][C:6]2[C:11]([C:2]=1[OH:1])=[CH:10][CH:9]=[CH:8][C:7]=2[C:12]([F:15])([F:13])[F:14])[C:18]1[CH:19]=[CH:20][CH:21]=[CH:22][CH:23]=1. The catalyst class is: 7. (2) Reactant: [O:1]=[C:2]1[CH2:9][CH2:8][NH:7][C:6]2[N:10]=[CH:11][C:12](/[CH:14]=[CH:15]/[C:16]([O:18]C(C)(C)C)=[O:17])=[CH:13][C:5]=2[CH2:4][NH:3]1.FC(F)(F)C(O)=O.C(Cl)[Cl:31]. Product: [ClH:31].[O:1]=[C:2]1[CH2:9][CH2:8][NH:7][C:6]2[N:10]=[CH:11][C:12](/[CH:14]=[CH:15]/[C:16]([OH:18])=[O:17])=[CH:13][C:5]=2[CH2:4][NH:3]1. The catalyst class is: 28. (3) Reactant: [Cl:1][C:2]1[CH:11]=[C:10]([C:12]2[CH:13]=[N:14][CH:15]=[N:16][CH:17]=2)[C:9]2[CH2:8][CH2:7][CH2:6][CH2:5][C:4]=2[N:3]=1.[F:18][C:19]([F:29])([F:28])[C:20]1[N:25]=[C:24]([CH2:26][OH:27])[CH:23]=[CH:22][CH:21]=1.C(Cl)(Cl)Cl.C(=O)([O-])[O-].[Cs+].[Cs+]. Product: [ClH:1].[N:14]1[CH:13]=[C:12]([C:10]2[C:9]3[CH2:8][CH2:7][CH2:6][CH2:5][C:4]=3[N:3]=[C:2]([O:27][CH2:26][C:24]3[CH:23]=[CH:22][CH:21]=[C:20]([C:19]([F:29])([F:18])[F:28])[N:25]=3)[CH:11]=2)[CH:17]=[N:16][CH:15]=1. The catalyst class is: 187. (4) Reactant: [CH3:1][O:2][C:3]1[C:8]([N+:9]([O-])=O)=[CH:7][CH:6]=[CH:5][N:4]=1.[H][H]. Product: [CH3:1][O:2][C:3]1[C:8]([NH2:9])=[CH:7][CH:6]=[CH:5][N:4]=1. The catalyst class is: 19. (5) Reactant: CC(OC([NH:8][C@:9]([CH3:15])([C:12]([OH:14])=O)[CH2:10][OH:11])=O)(C)C.Cl.[CH3:17][CH:18]([O:20][C:21]1[CH:28]=[CH:27][C:26]([C:29]2[O:33][N:32]=[C:31]([C:34]3[CH:44]=[CH:43][C:37]4[CH2:38][CH2:39][NH:40][CH2:41][CH2:42][C:36]=4[CH:35]=3)[N:30]=2)=[CH:25][C:22]=1[C:23]#[N:24])[CH3:19].CN(C(ON1N=NC2C=CC=NC1=2)=[N+](C)C)C.F[P-](F)(F)(F)(F)F.CCN(C(C)C)C(C)C.FC(F)(F)C(O)=O. Product: [CH3:19][CH:18]([O:20][C:21]1[CH:28]=[CH:27][C:26]([C:29]2[O:33][N:32]=[C:31]([C:34]3[CH:44]=[CH:43][C:37]4[CH2:38][CH2:39][N:40]([C:12](=[O:14])[C@:9]([CH3:15])([CH2:10][OH:11])[NH2:8])[CH2:41][CH2:42][C:36]=4[CH:35]=3)[N:30]=2)=[CH:25][C:22]=1[C:23]#[N:24])[CH3:17]. The catalyst class is: 3. (6) Reactant: [F:1][C:2]([F:20])([F:19])[O:3][C:4]1[CH:18]=[CH:17][C:7]([O:8][CH:9]([CH2:15][CH3:16])[C:10]([O:12]CC)=[O:11])=[CH:6][CH:5]=1.[OH-].[Na+].Cl. Product: [F:1][C:2]([F:19])([F:20])[O:3][C:4]1[CH:5]=[CH:6][C:7]([O:8][CH:9]([CH2:15][CH3:16])[C:10]([OH:12])=[O:11])=[CH:17][CH:18]=1. The catalyst class is: 7.